This data is from Forward reaction prediction with 1.9M reactions from USPTO patents (1976-2016). The task is: Predict the product of the given reaction. (1) Given the reactants [CH:1]1([S:4]([N:7]2[CH2:12][CH2:11][N:10]([C:13]3[CH:18]=[CH:17][C:16](/[CH:19]=[CH:20]/[C:21]4[CH:26]=[C:25]([C:27]5[CH:32]=[CH:31][N:30]=[CH:29][CH:28]=5)[CH:24]=[C:23](F)[CH:22]=4)=[CH:15][CH:14]=3)[CH2:9][CH2:8]2)(=[O:6])=[O:5])[CH2:3][CH2:2]1.[Cl:34]C1C=C(C=C(C2C=CN=CC=2)C=1)/C=C/C1C=CC(N2CCNCC2)=CC=1.FC1C=C(C=C(C2C=CN=CC=2)C=1)/C=C/C1C=CC(N2CCNCC2)=CC=1, predict the reaction product. The product is: [Cl:34][C:23]1[CH:22]=[C:21]([CH:26]=[C:25]([C:27]2[CH:32]=[CH:31][N:30]=[CH:29][CH:28]=2)[CH:24]=1)/[CH:20]=[CH:19]/[C:16]1[CH:17]=[CH:18][C:13]([N:10]2[CH2:11][CH2:12][N:7]([S:4]([CH:1]3[CH2:3][CH2:2]3)(=[O:6])=[O:5])[CH2:8][CH2:9]2)=[CH:14][CH:15]=1. (2) Given the reactants [C:1]([C:3]1[CH:4]=[N:5][C:6]2[C:11]([C:12]=1[NH:13][C:14]1[C:19](I)=[CH:18][CH:17]=[C:16]3[O:21][CH2:22][O:23][C:15]=13)=[CH:10][C:9]([O:24][CH3:25])=[C:8]([O:26][CH3:27])[CH:7]=2)#[N:2].[C:28](C1C=NC2C(C=1NC1C(I)=CC(I)=C3OCOC=13)=CC(OC)=C(OC)C=2)#[N:29], predict the reaction product. The product is: [C:1]([C:3]1[CH:4]=[N:5][C:6]2[C:11]([C:12]=1[NH:13][C:14]1[C:19]([C:28]#[N:29])=[CH:18][CH:17]=[C:16]3[O:21][CH2:22][O:23][C:15]=13)=[CH:10][C:9]([O:24][CH3:25])=[C:8]([O:26][CH3:27])[CH:7]=2)#[N:2].